Dataset: Full USPTO retrosynthesis dataset with 1.9M reactions from patents (1976-2016). Task: Predict the reactants needed to synthesize the given product. (1) Given the product [F:25][C:26]1[CH:31]=[CH:30][C:29]([CH2:32][NH:33][C:22]([C:10]2[N:11]=[C:12]3[N:17]([C:18](=[O:19])[C:9]=2[O:8][CH2:1][C:2]2[CH:7]=[CH:6][CH:5]=[CH:4][CH:3]=2)[CH2:16][CH2:15][O:14][C:13]3([CH3:20])[CH3:21])=[O:23])=[C:28]([C:34]2[O:35][C:36]([CH3:39])=[CH:37][N:38]=2)[CH:27]=1, predict the reactants needed to synthesize it. The reactants are: [CH2:1]([O:8][C:9]1[C:18](=[O:19])[N:17]2[C:12]([C:13]([CH3:21])([CH3:20])[O:14][CH2:15][CH2:16]2)=[N:11][C:10]=1[C:22](O)=[O:23])[C:2]1[CH:7]=[CH:6][CH:5]=[CH:4][CH:3]=1.[F:25][C:26]1[CH:31]=[CH:30][C:29]([CH2:32][NH2:33])=[C:28]([C:34]2[O:35][C:36]([CH3:39])=[CH:37][N:38]=2)[CH:27]=1. (2) Given the product [CH2:1]([O:8][C:9]([N:11]1[CH2:23][CH2:22][C:21]2[C:20]3[C:15](=[CH:16][CH:17]=[CH:18][CH:19]=3)[NH:14][C:13]=2[CH:12]1[CH2:24][N:25]([C:47]([O:49][C:50]([CH3:53])([CH3:52])[CH3:51])=[O:48])[C@H:26]([C:33]([O:35][CH:36]1[CH2:40][CH2:39][CH2:38][CH2:37]1)=[O:34])[C:27]1[CH:32]=[CH:31][CH:30]=[CH:29][CH:28]=1)=[O:10])[C:2]1[CH:3]=[CH:4][CH:5]=[CH:6][CH:7]=1, predict the reactants needed to synthesize it. The reactants are: [CH2:1]([O:8][C:9]([N:11]1[CH2:23][CH2:22][C:21]2[C:20]3[C:15](=[CH:16][CH:17]=[CH:18][CH:19]=3)[NH:14][C:13]=2[CH:12]1[CH2:24][NH:25][C@H:26]([C:33]([O:35][CH:36]1[CH2:40][CH2:39][CH2:38][CH2:37]1)=[O:34])[C:27]1[CH:32]=[CH:31][CH:30]=[CH:29][CH:28]=1)=[O:10])[C:2]1[CH:7]=[CH:6][CH:5]=[CH:4][CH:3]=1.C(=O)([O-])[O-].[K+].[K+].[C:47](O[C:47]([O:49][C:50]([CH3:53])([CH3:52])[CH3:51])=[O:48])([O:49][C:50]([CH3:53])([CH3:52])[CH3:51])=[O:48]. (3) Given the product [CH:1]1[CH:10]=[CH:9][CH:8]=[C:7]2[C:2]=1[C:3]1[N:14]3[O:15][CH2:16][CH2:17][C:13]3=[N:12][C:4]=1[C:5]([NH2:18])=[N:6]2, predict the reactants needed to synthesize it. The reactants are: [CH:1]1[CH:10]=[CH:9][CH:8]=[C:7]2[C:2]=1[C:3]1[N:14]3[O:15][CH2:16][CH2:17][C:13]3=[N:12][C:4]=1[CH:5]=[N+:6]2[O-].[NH4+:18].[OH-].C1(C)C=CC(S(Cl)(=O)=O)=CC=1. (4) Given the product [F:13][C:12]1[CH:11]=[C:10]([C:14]([OH:17])([CH3:16])[CH3:15])[CH:9]=[C:8]([F:18])[C:7]=1[C:5]1[S:6][C:2]([NH:1][C:23]2[CH:24]=[CH:25][C:26]([C:30]([OH:33])([CH3:31])[CH3:32])=[C:27]([CH3:29])[N:28]=2)=[C:3]([C:19]([NH2:21])=[O:20])[N:4]=1, predict the reactants needed to synthesize it. The reactants are: [NH2:1][C:2]1[S:6][C:5]([C:7]2[C:12]([F:13])=[CH:11][C:10]([C:14]([OH:17])([CH3:16])[CH3:15])=[CH:9][C:8]=2[F:18])=[N:4][C:3]=1[C:19]([NH2:21])=[O:20].Cl[C:23]1[N:28]=[C:27]([CH3:29])[C:26]([C:30]([OH:33])([CH3:32])[CH3:31])=[CH:25][CH:24]=1.CC(C1C=C(C(C)C)C(C2C=CC=CC=2P(C2CCCCC2)C2CCCCC2)=C(C(C)C)C=1)C.C(=O)([O-])[O-].[K+].[K+].C(O)(CC)(C)C. (5) The reactants are: [CH3:1][O:2][C:3]([C@H:5]1[CH2:10][CH2:9][C@H:8]([C:11]([NH:13][NH:14]C(OC(C)(C)C)=O)=[O:12])[CH2:7][CH2:6]1)=[O:4].C(O)(C(F)(F)F)=O.[ClH:29]. Given the product [ClH:29].[NH:13]([C:11]([C@H:8]1[CH2:7][CH2:6][C@H:5]([C:3]([O:2][CH3:1])=[O:4])[CH2:10][CH2:9]1)=[O:12])[NH2:14], predict the reactants needed to synthesize it. (6) Given the product [CH3:1][S:2]([O:23][C:20]1[CH:21]=[CH:22][C:14]([Cl:13])=[C:15]([C:16](=[O:17])[NH2:18])[CH:19]=1)(=[O:4])=[O:3], predict the reactants needed to synthesize it. The reactants are: [CH3:1][S:2](Cl)(=[O:4])=[O:3].C(N(CC)CC)C.[Cl:13][C:14]1[CH:22]=[CH:21][C:20]([OH:23])=[CH:19][C:15]=1[C:16]([NH2:18])=[O:17]. (7) Given the product [Br:1][C:2]1[CH:3]=[CH:4][C:5]([OH:11])=[C:6]([CH:10]=1)[C:7]([NH:16][C:15]1[CH:17]=[C:18]([C:21]([F:23])([F:24])[F:22])[CH:19]=[CH:20][C:14]=1[O:13][CH3:12])=[O:9], predict the reactants needed to synthesize it. The reactants are: [Br:1][C:2]1[CH:10]=[C:6]([C:7]([OH:9])=O)[C:5]([OH:11])=[CH:4][CH:3]=1.[CH3:12][O:13][C:14]1[CH:20]=[CH:19][C:18]([C:21]([F:24])([F:23])[F:22])=[CH:17][C:15]=1[NH2:16].